This data is from Forward reaction prediction with 1.9M reactions from USPTO patents (1976-2016). The task is: Predict the product of the given reaction. (1) Given the reactants [CH2:1]([O:3][C:4]([C:6]1[NH:7][C:8]2[C:13]([CH:14]=1)=[CH:12][C:11]([N+:15]([O-])=O)=[CH:10][CH:9]=2)=[O:5])[CH3:2].C([O-])=O.[NH4+], predict the reaction product. The product is: [CH2:1]([O:3][C:4]([C:6]1[NH:7][C:8]2[C:13]([CH:14]=1)=[CH:12][C:11]([NH2:15])=[CH:10][CH:9]=2)=[O:5])[CH3:2]. (2) Given the reactants FC1C=CC(COCC(Cl)=O)=CC=1.Cl.C(N)CC=C.C(N(CC)CC)C.[F:27][C:28]1[CH:54]=[CH:53][C:31]([CH2:32][O:33][CH2:34][C:35]([NH:37][CH2:38][CH2:39][CH:40]2CCN(CC3C=CC=CC=3)C[CH2:41]2)=[O:36])=[CH:30][CH:29]=1, predict the reaction product. The product is: [F:27][C:28]1[CH:29]=[CH:30][C:31]([CH2:32][O:33][CH2:34][C:35]([NH:37][CH2:38][CH2:39][CH:40]=[CH2:41])=[O:36])=[CH:53][CH:54]=1. (3) Given the reactants [CH3:1][O:2][C:3]1[CH:4]=[C:5]([C:11]#[C:12][C:13]2[CH:14]=[N:15][C:16]([NH:19][C:20]3[C:25]([N+:26]([O-])=O)=[CH:24][CH:23]=[CH:22][C:21]=3[CH3:29])=[N:17][CH:18]=2)[CH:6]=[C:7]([O:9][CH3:10])[CH:8]=1.[Cl-].[NH4+], predict the reaction product. The product is: [CH3:1][O:2][C:3]1[CH:4]=[C:5]([C:11]#[C:12][C:13]2[CH:14]=[N:15][C:16]([NH:19][C:20]3[C:25]([NH2:26])=[CH:24][CH:23]=[CH:22][C:21]=3[CH3:29])=[N:17][CH:18]=2)[CH:6]=[C:7]([O:9][CH3:10])[CH:8]=1. (4) The product is: [Br:3][C:4]1[C:12]2[N:11]([CH2:22][C:21]([C:23]3[CH:28]=[CH:27][C:26]([F:29])=[CH:25][CH:24]=3)=[CH2:20])[C:10]3[CH2:13][CH2:14][N:15]([CH3:17])[CH2:16][C:9]=3[C:8]=2[CH:7]=[C:6]([CH3:18])[CH:5]=1. Given the reactants [H-].[Na+].[Br:3][C:4]1[C:12]2[NH:11][C:10]3[CH2:13][CH2:14][N:15]([CH3:17])[CH2:16][C:9]=3[C:8]=2[CH:7]=[C:6]([CH3:18])[CH:5]=1.Br[CH2:20][C:21]([C:23]1[CH:28]=[CH:27][C:26]([F:29])=[CH:25][CH:24]=1)=[CH2:22], predict the reaction product.